This data is from Catalyst prediction with 721,799 reactions and 888 catalyst types from USPTO. The task is: Predict which catalyst facilitates the given reaction. Reactant: CO[C:3](=[O:21])[C:4]1[CH:9]=[C:8]([C:10]2[CH:15]=[N:14][CH:13]=[CH:12][N:11]=2)[C:7]([C:16]([F:19])([F:18])[F:17])=[CH:6][C:5]=1[NH2:20].ClC([O:25][C:26]1C=CC(Cl)=CC=1)=O.[CH3:33][S:34]([NH:37][NH2:38])(=[O:36])=[O:35].CCN(C(C)C)C(C)C. Product: [O:25]=[C:26]1[N:38]([NH:37][S:34]([CH3:33])(=[O:36])=[O:35])[C:3](=[O:21])[C:4]2[C:5](=[CH:6][C:7]([C:16]([F:17])([F:18])[F:19])=[C:8]([C:10]3[CH:15]=[N:14][CH:13]=[CH:12][N:11]=3)[CH:9]=2)[NH:20]1. The catalyst class is: 12.